From a dataset of CYP3A4 inhibition data for predicting drug metabolism from PubChem BioAssay. Regression/Classification. Given a drug SMILES string, predict its absorption, distribution, metabolism, or excretion properties. Task type varies by dataset: regression for continuous measurements (e.g., permeability, clearance, half-life) or binary classification for categorical outcomes (e.g., BBB penetration, CYP inhibition). Dataset: cyp3a4_veith. (1) The drug is COc1ccc(N(C(=O)Cn2nnc3ccccc32)C2(C(=O)NC3CCCC3)CCCCC2)cc1. The result is 1 (inhibitor). (2) The compound is CC(C)CO/N=C1/C[C@@H](O)[C@@H](O)[C@@H]2[C@@H]3C(=O)N(C[C@@H]4CCCO4)C(=O)[C@H]3CC[C@@H]12. The result is 0 (non-inhibitor). (3) The drug is COCCCNC(=O)CCC(=O)Nc1ccc2nc(N3CCOCC3)cc(C)c2c1. The result is 1 (inhibitor). (4) The result is 0 (non-inhibitor). The compound is CC(C)CC(=O)Nc1ccc2c(c1)oc1ccccc12. (5) The compound is CC1(C)CC(=O)C=C(NCc2ccc(Cl)c(Cl)c2)C1. The result is 1 (inhibitor). (6) The compound is Cc1cc(C)cc(N(C(=O)c2csnn2)C(C(=O)NC(C)(C)C)c2cccs2)c1. The result is 1 (inhibitor). (7) The compound is COC(=O)C(NC(=O)c1ccc(F)cc1)(Nc1ncc(S(=O)(=O)c2ccc([N+](=O)[O-])cc2)s1)C(F)(F)F. The result is 1 (inhibitor).